Task: Predict the reactants needed to synthesize the given product.. Dataset: Full USPTO retrosynthesis dataset with 1.9M reactions from patents (1976-2016) (1) Given the product [F:8][C:6]1[CH:7]=[C:2]([B:11]2[O:15][C:14]([CH3:17])([CH3:16])[C:13]([CH3:19])([CH3:18])[O:12]2)[CH:3]=[C:4]([F:10])[C:5]=1[OH:9], predict the reactants needed to synthesize it. The reactants are: Br[C:2]1[CH:7]=[C:6]([F:8])[C:5]([OH:9])=[C:4]([F:10])[CH:3]=1.[B:11]1([B:11]2[O:15][C:14]([CH3:17])([CH3:16])[C:13]([CH3:19])([CH3:18])[O:12]2)[O:15][C:14]([CH3:17])([CH3:16])[C:13]([CH3:19])([CH3:18])[O:12]1. (2) Given the product [C:1]([O:5][C:6](=[O:36])[NH:7][CH2:8][CH2:9][CH2:10][N:11]1[C:20]2[CH:19]=[CH:18][C:17]([CH2:21][CH2:22][CH2:23][OH:24])=[CH:16][C:15]=2[C:14]2=[N:25][N:26]([CH:29]3[CH2:34][CH2:33][CH2:32][CH2:31][O:30]3)[C:27]([CH3:28])=[C:13]2[C:12]1=[O:35])([CH3:4])([CH3:2])[CH3:3].[C:1]([O:5][C:6](=[O:36])[NH:7][CH2:8][CH2:9][CH2:10][N:11]1[C:20]2[CH:19]=[CH:18][C:17]([CH2:21][CH2:22][CH3:23])=[CH:16][C:15]=2[C:14]2=[N:25][N:26]([CH:29]3[CH2:34][CH2:33][CH2:32][CH2:31][O:30]3)[C:27]([CH3:28])=[C:13]2[C:12]1=[O:35])([CH3:2])([CH3:3])[CH3:4], predict the reactants needed to synthesize it. The reactants are: [C:1]([O:5][C:6](=[O:36])[NH:7][CH2:8][CH2:9][CH2:10][N:11]1[C:20]2[CH:19]=[CH:18][C:17]([C:21]#[C:22][CH2:23][OH:24])=[CH:16][C:15]=2[C:14]2=[N:25][N:26]([CH:29]3[CH2:34][CH2:33][CH2:32][CH2:31][O:30]3)[C:27]([CH3:28])=[C:13]2[C:12]1=[O:35])([CH3:4])([CH3:3])[CH3:2].C(Cl)Cl.[H][H]. (3) Given the product [ClH:30].[Br:1][C:2]1[C:3]2[C:7]([C:8]([CH3:11])=[CH:9][CH:10]=1)=[N:6][N:5]1[C:12]([CH:17]3[CH2:18][CH2:19][NH:20][CH2:21][CH2:22]3)=[CH:13][C:14](=[O:16])[NH:15][C:4]=21, predict the reactants needed to synthesize it. The reactants are: [Br:1][C:2]1[C:3]2[C:7]([C:8]([CH3:11])=[CH:9][CH:10]=1)=[N:6][N:5]1[C:12]([CH:17]3[CH2:22][CH2:21][N:20](C(OC(C)(C)C)=O)[CH2:19][CH2:18]3)=[CH:13][C:14](=[O:16])[NH:15][C:4]=21.[ClH:30]. (4) Given the product [CH2:34]([O:1][C:2]1[CH:25]=[CH:24][C:5]2[C:6]([CH2:9][CH2:10][CH:11]3[CH2:16][CH2:15][N:14]([C:17]([O:19][C:20]([CH3:23])([CH3:22])[CH3:21])=[O:18])[CH2:13][CH2:12]3)=[N:7][O:8][C:4]=2[C:3]=1[CH2:26][OH:27])[C:35]1[CH:40]=[CH:39][CH:38]=[CH:37][CH:36]=1, predict the reactants needed to synthesize it. The reactants are: [OH:1][C:2]1[CH:25]=[CH:24][C:5]2[C:6]([CH2:9][CH2:10][CH:11]3[CH2:16][CH2:15][N:14]([C:17]([O:19][C:20]([CH3:23])([CH3:22])[CH3:21])=[O:18])[CH2:13][CH2:12]3)=[N:7][O:8][C:4]=2[C:3]=1[CH2:26][OH:27].C(=O)([O-])[O-].[K+].[K+].[CH2:34](Br)[C:35]1[CH:40]=[CH:39][CH:38]=[CH:37][CH:36]=1.O. (5) Given the product [NH:16]1[CH2:17][CH2:18][CH:13]([C:9]2[C:8]3[C:12](=[C:4]([C:2]([NH2:1])=[O:3])[CH:5]=[C:6]([C:26]4[S:27][CH:28]=[CH:29][CH:30]=4)[CH:7]=3)[NH:11][CH:10]=2)[CH2:14][CH2:15]1, predict the reactants needed to synthesize it. The reactants are: [NH2:1][C:2]([C:4]1[CH:5]=[C:6]([C:26]2[S:27][CH:28]=[CH:29][CH:30]=2)[CH:7]=[C:8]2[C:12]=1[NH:11][CH:10]=[C:9]2[CH:13]1[CH2:18][CH2:17][N:16](C(OC(C)(C)C)=O)[CH2:15][CH2:14]1)=[O:3].